Dataset: Catalyst prediction with 721,799 reactions and 888 catalyst types from USPTO. Task: Predict which catalyst facilitates the given reaction. (1) Reactant: S(Cl)([Cl:3])=O.O[CH2:6][CH2:7][CH2:8][CH2:9][CH2:10][CH2:11][NH:12][C:13]1[C:22]2[C:17](=[CH:18][CH:19]=[CH:20][CH:21]=2)[N:16]=[CH:15][C:14]=1[N+:23]([O-:25])=[O:24]. The catalyst class is: 4. Product: [Cl:3][CH2:6][CH2:7][CH2:8][CH2:9][CH2:10][CH2:11][NH:12][C:13]1[C:22]2[C:17](=[CH:18][CH:19]=[CH:20][CH:21]=2)[N:16]=[CH:15][C:14]=1[N+:23]([O-:25])=[O:24]. (2) Reactant: [CH3:1][O:2][C:3]([C@@H:5]1[C@H:7]([C:8]2[CH:13]=[CH:12][CH:11]=[CH:10][CH:9]=2)[C@H:6]1[C:14]1[CH:19]=[CH:18][C:17]([Br:20])=[CH:16][CH:15]=1)=[O:4].[Li+].CC([N-]C(C)C)C.C(Cl)(Cl)(Cl)[Cl:30]. Product: [CH3:1][O:2][C:3]([C@:5]1([Cl:30])[C@H:7]([C:8]2[CH:13]=[CH:12][CH:11]=[CH:10][CH:9]=2)[C@H:6]1[C:14]1[CH:15]=[CH:16][C:17]([Br:20])=[CH:18][CH:19]=1)=[O:4]. The catalyst class is: 1. (3) The catalyst class is: 51. Product: [N+:10]([C:6]1[C:5]2[NH:23][CH2:22][CH2:21][NH:24][C:3](=[O:14])[C:4]=2[CH:9]=[CH:8][CH:7]=1)([O-:12])=[O:11]. Reactant: CO[C:3](=[O:14])[C:4]1[CH:9]=[CH:8][CH:7]=[C:6]([N+:10]([O-:12])=[O:11])[C:5]=1Cl.C([O-])([O-])=O.[Na+].[Na+].[CH2:21]([NH2:24])[CH2:22][NH2:23]. (4) Reactant: Cl.[CH2:2]([O:4][C:5]([C@@H:7]1[CH2:12][CH2:11][CH2:10][CH2:9][C@@H:8]1[NH2:13])=[O:6])[CH3:3].S([O-])([O-])(=O)=O.[Mg+2].C(N(CC)CC)C.[F:27][C:28]1[CH:35]=[CH:34][C:31]([CH:32]=O)=[CH:30][CH:29]=1.[BH4-].[Na+].C(=O)(O)[O-].[Na+]. Product: [CH2:2]([O:4][C:5]([CH:7]1[CH2:12][CH2:11][CH2:10][CH2:9][CH:8]1[NH:13][CH2:32][C:31]1[CH:34]=[CH:35][C:28]([F:27])=[CH:29][CH:30]=1)=[O:6])[CH3:3]. The catalyst class is: 7. (5) Reactant: [Br:1][C:2]1[CH:11]=[C:10]2[C:5]([C:6](=[O:17])[N:7]3[CH2:15][CH:14]([OH:16])[CH2:13][CH2:12][C:8]3=[N:9]2)=[CH:4][CH:3]=1.CC(OI1(OC(C)=O)(OC(C)=O)OC(=O)C2C=CC=CC1=2)=O.[O-]S([O-])(=S)=O.[Na+].[Na+]. Product: [Br:1][C:2]1[CH:11]=[C:10]2[C:5]([C:6](=[O:17])[N:7]3[CH2:15][C:14](=[O:16])[CH2:13][CH2:12][C:8]3=[N:9]2)=[CH:4][CH:3]=1. The catalyst class is: 76.